Dataset: Catalyst prediction with 721,799 reactions and 888 catalyst types from USPTO. Task: Predict which catalyst facilitates the given reaction. (1) Reactant: [F:1][C:2]1[C:3]2[CH:4]=[C:5]3[C:14]4[N:15]=[C:16]([C:19]5[C:20]([N:36]([CH3:41])[S:37]([CH3:40])(=[O:39])=[O:38])=[CH:21][C:22]6[O:26][C:25]([C:27]([O:29]C)=[O:28])=[C:24]([C:31](=[O:34])[NH:32][CH3:33])[C:23]=6[CH:35]=5)[CH:17]=[CH:18][C:13]=4[O:12][CH2:11][N:6]3[C:7]=2[CH:8]=[CH:9][CH:10]=1.O[Li].O. Product: [F:1][C:2]1[C:3]2[CH:4]=[C:5]3[C:14]4[N:15]=[C:16]([C:19]5[C:20]([N:36]([CH3:41])[S:37]([CH3:40])(=[O:39])=[O:38])=[CH:21][C:22]6[O:26][C:25]([C:27]([OH:29])=[O:28])=[C:24]([C:31](=[O:34])[NH:32][CH3:33])[C:23]=6[CH:35]=5)[CH:17]=[CH:18][C:13]=4[O:12][CH2:11][N:6]3[C:7]=2[CH:8]=[CH:9][CH:10]=1. The catalyst class is: 38. (2) Reactant: [C:1]1(=[O:8])[NH:7][CH2:6][CH2:5][CH2:4][CH2:3][CH2:2]1.[OH2:9].Cl[C:11]([O:13][CH2:14][C:15]1[CH:20]=[CH:19][CH:18]=[CH:17][C:16]=1[Cl:21])=[O:12]. Product: [Cl:21][C:16]1[CH:17]=[CH:18][CH:19]=[CH:20][C:15]=1[CH2:14][O:13][C:11]([NH:7][CH2:6][CH2:5][CH2:4][CH2:3][CH2:2][C:1]([OH:8])=[O:9])=[O:12]. The catalyst class is: 74.